From a dataset of NCI-60 drug combinations with 297,098 pairs across 59 cell lines. Regression. Given two drug SMILES strings and cell line genomic features, predict the synergy score measuring deviation from expected non-interaction effect. (1) Drug 1: CCC1=C2CN3C(=CC4=C(C3=O)COC(=O)C4(CC)O)C2=NC5=C1C=C(C=C5)O. Drug 2: C1=CC=C(C(=C1)C(C2=CC=C(C=C2)Cl)C(Cl)Cl)Cl. Cell line: 786-0. Synergy scores: CSS=31.5, Synergy_ZIP=0.610, Synergy_Bliss=-0.410, Synergy_Loewe=-47.3, Synergy_HSA=-2.55. (2) Drug 1: C1=CC(=C2C(=C1NCCNCCO)C(=O)C3=C(C=CC(=C3C2=O)O)O)NCCNCCO. Drug 2: C1=NC2=C(N1)C(=S)N=CN2. Cell line: SW-620. Synergy scores: CSS=47.1, Synergy_ZIP=0.420, Synergy_Bliss=-0.939, Synergy_Loewe=-6.62, Synergy_HSA=2.48. (3) Drug 1: C1CCN(CC1)CCOC2=CC=C(C=C2)C(=O)C3=C(SC4=C3C=CC(=C4)O)C5=CC=C(C=C5)O. Drug 2: C1CCC(C1)C(CC#N)N2C=C(C=N2)C3=C4C=CNC4=NC=N3. Cell line: HT29. Synergy scores: CSS=-6.35, Synergy_ZIP=6.70, Synergy_Bliss=6.34, Synergy_Loewe=-0.422, Synergy_HSA=-1.78. (4) Drug 1: CC1C(C(CC(O1)OC2CC(CC3=C2C(=C4C(=C3O)C(=O)C5=C(C4=O)C(=CC=C5)OC)O)(C(=O)C)O)N)O.Cl. Drug 2: CN(C)N=NC1=C(NC=N1)C(=O)N. Cell line: DU-145. Synergy scores: CSS=9.58, Synergy_ZIP=-4.94, Synergy_Bliss=-3.63, Synergy_Loewe=-14.2, Synergy_HSA=-5.39. (5) Drug 1: C1=CC(=CC=C1CCC2=CNC3=C2C(=O)NC(=N3)N)C(=O)NC(CCC(=O)O)C(=O)O. Drug 2: CC1C(C(CC(O1)OC2CC(CC3=C2C(=C4C(=C3O)C(=O)C5=C(C4=O)C(=CC=C5)OC)O)(C(=O)CO)O)N)O.Cl. Cell line: SK-MEL-5. Synergy scores: CSS=54.8, Synergy_ZIP=-3.30, Synergy_Bliss=-3.46, Synergy_Loewe=0.426, Synergy_HSA=0.553. (6) Drug 1: C1=C(C(=O)NC(=O)N1)N(CCCl)CCCl. Drug 2: CN(C(=O)NC(C=O)C(C(C(CO)O)O)O)N=O. Cell line: 786-0. Synergy scores: CSS=13.5, Synergy_ZIP=-10.6, Synergy_Bliss=-10.7, Synergy_Loewe=-25.2, Synergy_HSA=-10.5. (7) Drug 1: CC1C(C(CC(O1)OC2CC(OC(C2O)C)OC3=CC4=CC5=C(C(=O)C(C(C5)C(C(=O)C(C(C)O)O)OC)OC6CC(C(C(O6)C)O)OC7CC(C(C(O7)C)O)OC8CC(C(C(O8)C)O)(C)O)C(=C4C(=C3C)O)O)O)O. Drug 2: C(=O)(N)NO. Cell line: SK-OV-3. Synergy scores: CSS=14.5, Synergy_ZIP=-0.118, Synergy_Bliss=0.0938, Synergy_Loewe=-8.10, Synergy_HSA=1.68.